From a dataset of Reaction yield outcomes from USPTO patents with 853,638 reactions. Predict the reaction yield, written as a fraction of the theoretical maximum amount of product (1.0 means a 100% yield; for example, 0.34 means a 34% yield). (1) The reactants are C(N([CH2:6][CH3:7])CC)C.[C:8](Cl)(=[O:13])[CH:9]=[CH:10][CH2:11][CH3:12]. The catalyst is C1COCC1. The product is [CH2:8]([OH:13])[CH2:9][CH2:10][CH2:11][CH2:12][CH2:8][CH2:9][CH2:10][CH2:11][CH2:12][CH2:6][CH3:7]. The yield is 1.00. (2) The reactants are [NH2:1][C:2]1[CH:7]=[CH:6][C:5]([S:8][CH2:9][C:10]2[CH:15]=[CH:14][CH:13]=[CH:12][CH:11]=2)=[CH:4][C:3]=1/[CH:16]=[CH:17]/[C:18]([O:20][CH2:21][CH3:22])=[O:19].CC1(C)C2C(=C(P(C3C=CC=CC=3)C3C=CC=CC=3)C=CC=2)OC2C(P(C3C=CC=CC=3)C3C=CC=CC=3)=CC=CC1=2.CC(C)([O-])C.[Na+].[Br:71][C:72]1[CH:77]=[C:76]([O:78][CH3:79])[C:75](I)=[CH:74][C:73]=1[F:81]. The catalyst is O.C1C=CC(/C=C/C(/C=C/C2C=CC=CC=2)=O)=CC=1.C1C=CC(/C=C/C(/C=C/C2C=CC=CC=2)=O)=CC=1.C1C=CC(/C=C/C(/C=C/C2C=CC=CC=2)=O)=CC=1.[Pd].[Pd].C1(C)C=CC=CC=1. The product is [CH2:9]([S:8][C:5]1[CH:6]=[CH:7][C:2]([NH:1][C:75]2[CH:74]=[C:73]([F:81])[C:72]([Br:71])=[CH:77][C:76]=2[O:78][CH3:79])=[C:3](/[CH:16]=[CH:17]/[C:18]([O:20][CH2:21][CH3:22])=[O:19])[CH:4]=1)[C:10]1[CH:15]=[CH:14][CH:13]=[CH:12][CH:11]=1. The yield is 0.486. (3) The reactants are [Br:1][C:2]1[C:3](=[O:17])[NH:4][C:5](C)=[CH:6][C:7]=1[O:8][CH2:9][C:10]1[CH:15]=[CH:14][CH:13]=[CH:12][CH:11]=1.Br[CH2:19][C:20]1[CH:25]=[CH:24][C:23]([C:26]#[N:27])=[CH:22][CH:21]=1.C([O-])([O-])=O.[K+].[K+]. The catalyst is CN(C)C=O. The product is [CH2:9]([O:8][C:7]1[CH:6]=[CH:5][N:4]([CH2:19][C:20]2[CH:25]=[CH:24][C:23]([C:26]#[N:27])=[CH:22][CH:21]=2)[C:3](=[O:17])[C:2]=1[Br:1])[C:10]1[CH:11]=[CH:12][CH:13]=[CH:14][CH:15]=1. The yield is 0.460. (4) The reactants are [CH:1]([C:3]1[CH:15]=[CH:14][C:13]([O:16][CH3:17])=[CH:12][C:4]=1[O:5][CH2:6][C:7]([O:9][CH2:10][CH3:11])=[O:8])=O.C1CCN2C(=NCCC2)CC1.CO. The catalyst is CCOC(C)=O. The product is [CH3:17][O:16][C:13]1[CH:14]=[CH:15][C:3]2[CH:1]=[C:6]([C:7]([O:9][CH2:10][CH3:11])=[O:8])[O:5][C:4]=2[CH:12]=1. The yield is 0.770. (5) The yield is 0.140. The reactants are [F:1][C:2]1[CH:7]=[CH:6][C:5]([CH:8]2[C:17]([CH3:24])([C:18]3[N:19]([CH3:23])[CH:20]=[CH:21][N:22]=3)[C:16](=O)[C:15]3[C:14]([C:26]([O:28]CC)=O)=[CH:13][CH:12]=[CH:11][C:10]=3[NH:9]2)=[CH:4][CH:3]=1.O.[NH2:32][NH2:33]. No catalyst specified. The product is [F:1][C:2]1[CH:7]=[CH:6][C:5]([CH:8]2[NH:9][C:10]3[C:15]4[C:16](=[N:32][NH:33][C:26](=[O:28])[C:14]=4[CH:13]=[CH:12][CH:11]=3)[C:17]2([CH3:24])[C:18]2[N:19]([CH3:23])[CH:20]=[CH:21][N:22]=2)=[CH:4][CH:3]=1. (6) The product is [CH3:11][C:10]1([CH3:12])[S:9][CH2:8][CH2:7][N:6]([S:13]([C:16]2[CH:17]=[CH:18][C:19]([O:22][CH2:34][C:33]#[C:32][CH2:31][CH2:30][O:29][CH:24]3[CH2:25][CH2:26][CH2:27][CH2:28][O:23]3)=[CH:20][CH:21]=2)(=[O:15])=[O:14])[CH:5]1[C:3]([O:2][CH3:1])=[O:4]. The reactants are [CH3:1][O:2][C:3]([CH:5]1[C:10]([CH3:12])([CH3:11])[S:9][CH2:8][CH2:7][N:6]1[S:13]([C:16]1[CH:21]=[CH:20][C:19]([OH:22])=[CH:18][CH:17]=1)(=[O:15])=[O:14])=[O:4].[O:23]1[CH2:28][CH2:27][CH2:26][CH2:25][CH:24]1[O:29][CH2:30][CH2:31][C:32]#[C:33][CH2:34]O.C1(P(C2C=CC=CC=2)C2C=CC=CC=2)C=CC=CC=1.N(C(OCC)=O)=NC(OCC)=O. The yield is 0.620. The catalyst is C1COCC1.C(OCC)(=O)C. (7) The reactants are C([O:4][C:5]1[CH:6]=[C:7]([Br:19])[CH:8]=[C:9]2[C:14]=1[O:13][C:12]([CH3:16])([CH3:15])[CH2:11][C:10]2([CH3:18])[CH3:17])(=O)C.C(=O)([O-])[O-].[Na+].[Na+].C(OCC)(=O)C. The catalyst is CO.CCCCCC. The product is [Br:19][C:7]1[CH:8]=[C:9]2[C:14](=[C:5]([OH:4])[CH:6]=1)[O:13][C:12]([CH3:16])([CH3:15])[CH2:11][C:10]2([CH3:18])[CH3:17]. The yield is 0.840. (8) The reactants are P(Cl)(Cl)(Cl)=O.[C:6]([C:9]1[CH:10]=[CH:11][C:12]([O:18][CH2:19][C:20]2[CH:25]=[CH:24][CH:23]=[CH:22][CH:21]=2)=[C:13]([CH:17]=1)[C:14]([OH:16])=O)(=[O:8])[CH3:7].[F:26][C:27]([F:40])([F:39])[C:28]1[CH:29]=[C:30]([CH:32]=[C:33]([C:35]([F:38])([F:37])[F:36])[CH:34]=1)[NH2:31].N1C=CC=CC=1.Cl. The catalyst is O1CCCC1.ClCCl. The product is [C:6]([C:9]1[CH:10]=[CH:11][C:12]([O:18][CH2:19][C:20]2[CH:25]=[CH:24][CH:23]=[CH:22][CH:21]=2)=[C:13]([CH:17]=1)[C:14]([NH:31][C:30]1[CH:32]=[C:33]([C:35]([F:36])([F:37])[F:38])[CH:34]=[C:28]([C:27]([F:26])([F:39])[F:40])[CH:29]=1)=[O:16])(=[O:8])[CH3:7]. The yield is 0.631. (9) The reactants are [CH:1]([C:4]1[CH:9]=[CH:8][C:7]([CH3:10])=[CH:6][C:5]=1[N:11]1[C:15](=[O:16])[CH2:14][S:13]/[C:12]/1=[N:17]\[C:18]([NH:20][CH2:21][CH2:22][C:23]1[CH:28]=[CH:27][C:26]([C:29]2[N:33]=[CH:32][N:31]([C:34]3[CH:39]=[CH:38][C:37]([O:40][C:41]([F:44])([F:43])[F:42])=[CH:36][CH:35]=3)[N:30]=2)=[CH:25][CH:24]=1)=[O:19])([CH3:3])[CH3:2].[Br:45]N1C(=O)CCC1=O.N(C(C)(C)C#N)=NC(C)(C)C#N. The catalyst is C(Cl)(Cl)(Cl)Cl. The product is [Br:45][CH:22]([C:23]1[CH:24]=[CH:25][C:26]([C:29]2[N:33]=[CH:32][N:31]([C:34]3[CH:35]=[CH:36][C:37]([O:40][C:41]([F:44])([F:43])[F:42])=[CH:38][CH:39]=3)[N:30]=2)=[CH:27][CH:28]=1)[CH2:21][NH:20][C:18](/[N:17]=[C:12]1\[S:13][CH2:14][C:15](=[O:16])[N:11]\1[C:5]1[CH:6]=[C:7]([CH3:10])[CH:8]=[CH:9][C:4]=1[CH:1]([CH3:3])[CH3:2])=[O:19]. The yield is 0.210. (10) The reactants are [NH2:1][CH2:2][C:3]1[C:4]([CH2:20][C:21]([CH3:24])([CH3:23])[CH3:22])=[N:5][C:6]([CH3:19])=[C:7]([C:11]=1[C:12]1[CH:17]=[CH:16][C:15]([CH3:18])=[CH:14][CH:13]=1)[C:8]([OH:10])=[O:9].[C:25]([OH:32])(=[O:31])/[CH:26]=[CH:27]/[C:28]([OH:30])=[O:29]. The catalyst is O. The product is [C:25]([OH:32])(=[O:31])/[CH:26]=[CH:27]/[C:28]([OH:30])=[O:29].[NH2:1][CH2:2][C:3]1[C:4]([CH2:20][C:21]([CH3:24])([CH3:23])[CH3:22])=[N:5][C:6]([CH3:19])=[C:7]([C:11]=1[C:12]1[CH:17]=[CH:16][C:15]([CH3:18])=[CH:14][CH:13]=1)[C:8]([OH:10])=[O:9].[NH2:1][CH2:2][C:3]1[C:4]([CH2:20][C:21]([CH3:24])([CH3:23])[CH3:22])=[N:5][C:6]([CH3:19])=[C:7]([C:11]=1[C:12]1[CH:17]=[CH:16][C:15]([CH3:18])=[CH:14][CH:13]=1)[C:8]([OH:10])=[O:9]. The yield is 0.670.